This data is from Catalyst prediction with 721,799 reactions and 888 catalyst types from USPTO. The task is: Predict which catalyst facilitates the given reaction. Reactant: [Br:1][C:2]1[CH:3]=[CH:4][C:5]([NH:8][C:9]([C:11]2[CH:16]=[C:15]([O:17][CH3:18])[C:14]([O:19][CH3:20])=[C:13]([O:21][CH3:22])[C:12]=2[N+:23]([O-])=O)=[O:10])=[N:6][CH:7]=1.[Sn](Cl)(Cl)(Cl)Cl. The catalyst class is: 13. Product: [NH2:23][C:12]1[C:13]([O:21][CH3:22])=[C:14]([O:19][CH3:20])[C:15]([O:17][CH3:18])=[CH:16][C:11]=1[C:9]([NH:8][C:5]1[CH:4]=[CH:3][C:2]([Br:1])=[CH:7][N:6]=1)=[O:10].